Dataset: Catalyst prediction with 721,799 reactions and 888 catalyst types from USPTO. Task: Predict which catalyst facilitates the given reaction. (1) The catalyst class is: 127. Reactant: C1(P(C2CCCCC2)C2CCCCC2)CCCCC1.[F:20][C:21]1[CH:30]=[C:29](B2OC(C)(C)C(C)(C)O2)[CH:28]=[C:27]2[C:22]=1[N:23]=[CH:24][CH:25]=[N:26]2.[CH3:40][O:41][C:42](=[O:65])[C:43]1[CH:48]=[CH:47][CH:46]=[CH:45][C:44]=1[NH:49][C:50]1[N:54]([C:55]2[CH:60]=[CH:59][C:58]([F:61])=[CH:57][C:56]=2[CH3:62])[N:53]=[C:52]([CH3:63])[C:51]=1Br.P([O-])([O-])([O-])=O.[K+].[K+].[K+]. Product: [CH3:40][O:41][C:42](=[O:65])[C:43]1[CH:48]=[CH:47][CH:46]=[CH:45][C:44]=1[NH:49][C:50]1[N:54]([C:55]2[CH:60]=[CH:59][C:58]([F:61])=[CH:57][C:56]=2[CH3:62])[N:53]=[C:52]([CH3:63])[C:51]=1[C:29]1[CH:28]=[C:27]2[C:22](=[C:21]([F:20])[CH:30]=1)[N:23]=[CH:24][CH:25]=[N:26]2. (2) Reactant: [NH2:1][C:2]1([CH2:18][OH:19])[C:15]2[C:10](=[N:11][CH:12]=[C:13]([Br:16])[CH:14]=2)[O:9][C:8]2[C:3]1=[CH:4][C:5]([I:17])=[CH:6][CH:7]=2.Br[CH2:21][C:22]#[N:23].CC(C)([O-])C.[Li+]. Product: [NH2:1][C:2]1([CH2:18][O:19][CH2:21][C:22]#[N:23])[C:15]2[C:10](=[N:11][CH:12]=[C:13]([Br:16])[CH:14]=2)[O:9][C:8]2[C:3]1=[CH:4][C:5]([I:17])=[CH:6][CH:7]=2. The catalyst class is: 1. (3) Reactant: F[C:2]1[CH:7]=[CH:6][C:5]([S:8]([C:11]2([F:27])[CH2:16][CH2:15][N:14]([CH2:17][CH2:18][C:19]3[CH:24]=[CH:23][C:22]([F:25])=[CH:21][C:20]=3[F:26])[CH2:13][CH2:12]2)(=[O:10])=[O:9])=[CH:4][CH:3]=1.[NH:28]1[CH2:32][CH2:31][CH2:30][CH2:29]1. Product: [F:26][C:20]1[CH:21]=[C:22]([F:25])[CH:23]=[CH:24][C:19]=1[CH2:18][CH2:17][N:14]1[CH2:13][CH2:12][C:11]([F:27])([S:8]([C:5]2[CH:4]=[CH:3][C:2]([N:28]3[CH2:32][CH2:31][CH2:30][CH2:29]3)=[CH:7][CH:6]=2)(=[O:9])=[O:10])[CH2:16][CH2:15]1. The catalyst class is: 16. (4) Reactant: [N+]([O-])([O-])=[O:2].[Ce+3:5].[N+]([O-])([O-])=[O:7].[N+]([O-])([O-])=[O:11].N[C:15](N)=[O:16].[OH2:18]. Product: [C:15](=[O:16])([O-:11])[O-:18].[Ce+3:5].[C:15](=[O:16])([O-:7])[O-:18].[C:15](=[O:16])([O-:2])[O-:18].[Ce+3:5]. The catalyst class is: 8. (5) Reactant: [C:1]([O:5][C:6](=[O:20])[NH:7][C:8]1[CH:9]=[CH:10][C:11]2[CH2:17][CH2:16][CH2:15][C:14](=[S:18])[NH:13][C:12]=2[CH:19]=1)([CH3:4])([CH3:3])[CH3:2].[C:21](=O)([O-])[O-].[K+].[K+].IC. Product: [C:1]([O:5][C:6](=[O:20])[NH:7][C:8]1[CH:9]=[CH:10][C:11]2[CH2:17][CH2:16][CH2:15][C:14]([S:18][CH3:21])=[N:13][C:12]=2[CH:19]=1)([CH3:4])([CH3:2])[CH3:3]. The catalyst class is: 21. (6) Reactant: C(OC([N:8]1CC[N:11]([C:14]2[C:15]3[C:24]([O:25][CH3:26])=[CH:23][N:22]=[CH:21][C:16]=3[N:17]=[C:18](Cl)[N:19]=2)[CH2:10][C@@H:9]1[CH2:27][C:28]1[CH:33]=[CH:32][CH:31]=[CH:30][CH:29]=1)=O)(C)(C)C.[NH:34]1[CH2:39][CH2:38][O:37][CH2:36][CH2:35]1.CCN(C(C)C)C(C)C. The catalyst class is: 44. Product: [CH3:26][O:25][C:24]1[C:15]2[C:14]([NH:11][CH2:10][C@@H:9]([NH2:8])[CH2:27][C:28]3[CH:29]=[CH:30][CH:31]=[CH:32][CH:33]=3)=[N:19][C:18]([N:34]3[CH2:39][CH2:38][O:37][CH2:36][CH2:35]3)=[N:17][C:16]=2[CH:21]=[N:22][CH:23]=1. (7) Reactant: [CH:1]1([CH2:7][N:8]2[C:12]([CH3:13])=[C:11]([C:14](=[O:20])[NH:15][CH:16]3[CH2:19][O:18][CH2:17]3)[CH:10]=[C:9]2[C:21]2[CH:22]=[C:23]([CH:28]=[C:29]([C:31]([F:34])([F:33])[F:32])[CH:30]=2)[C:24]([O:26]C)=[O:25])[CH2:6][CH2:5][CH2:4][CH2:3][CH2:2]1.O[Li].O.Cl. Product: [CH:1]1([CH2:7][N:8]2[C:12]([CH3:13])=[C:11]([C:14](=[O:20])[NH:15][CH:16]3[CH2:17][O:18][CH2:19]3)[CH:10]=[C:9]2[C:21]2[CH:22]=[C:23]([CH:28]=[C:29]([C:31]([F:33])([F:34])[F:32])[CH:30]=2)[C:24]([OH:26])=[O:25])[CH2:6][CH2:5][CH2:4][CH2:3][CH2:2]1. The catalyst class is: 20. (8) Reactant: [C:1]([N:4]1[C:13]2[C:8](=[CH:9][C:10]([C:14]3[O:18][N:17]=[C:16]([CH2:19][NH:20]C(OC(C)(C)C)=O)[N:15]=3)=[CH:11][CH:12]=2)[C@H:7]([NH:28][C:29](=[O:34])[O:30][CH:31]([CH3:33])[CH3:32])[CH2:6][C@@H:5]1[CH3:35])(=[O:3])[CH3:2].[ClH:36]. Product: [ClH:36].[C:1]([N:4]1[C:13]2[C:8](=[CH:9][C:10]([C:14]3[O:18][N:17]=[C:16]([CH2:19][NH2:20])[N:15]=3)=[CH:11][CH:12]=2)[C@H:7]([NH:28][C:29](=[O:34])[O:30][CH:31]([CH3:32])[CH3:33])[CH2:6][C@@H:5]1[CH3:35])(=[O:3])[CH3:2]. The catalyst class is: 12. (9) Reactant: CS(O[CH2:6][CH2:7][C:8]#[C:9][C:10]1[CH:15]=[CH:14][C:13]([C:16]2[N:17]=[C:18]3[CH:23]=[C:22]([CH3:24])[CH:21]=[CH:20][N:19]3[CH:25]=2)=[CH:12][CH:11]=1)(=O)=O.[CH:26]1([NH2:33])[CH2:32][CH2:31][CH2:30][CH2:29][CH2:28][CH2:27]1.C(=O)([O-])[O-].[K+].[K+].CO.ClCCl. The catalyst class is: 115. Product: [CH:26]1([NH:33][CH2:6][CH2:7][C:8]#[C:9][C:10]2[CH:15]=[CH:14][C:13]([C:16]3[N:17]=[C:18]4[CH:23]=[C:22]([CH3:24])[CH:21]=[CH:20][N:19]4[CH:25]=3)=[CH:12][CH:11]=2)[CH2:32][CH2:31][CH2:30][CH2:29][CH2:28][CH2:27]1.